Dataset: Catalyst prediction with 721,799 reactions and 888 catalyst types from USPTO. Task: Predict which catalyst facilitates the given reaction. (1) The catalyst class is: 2. Product: [C:8]([O:7][C@@H:6]1[C@@H:11]([O:12][C:13](=[O:15])[CH3:14])[C@H:16]([O:17][C:18](=[O:20])[CH3:19])[C@@H:21]([CH2:23][O:24][C:25](=[O:27])[CH3:26])[O:22][C@@H:5]1[Br:28])(=[O:10])[CH3:9]. Reactant: C(O[C@@H:5]1[O:22][C@H:21]([CH2:23][O:24][C:25](=[O:27])[CH3:26])[C@@H:16]([O:17][C:18](=[O:20])[CH3:19])[C@H:11]([O:12][C:13](=[O:15])[CH3:14])[C@H:6]1[O:7][C:8](=[O:10])[CH3:9])(=O)C.[BrH:28].C(O)(=O)C. (2) Reactant: [OH-].[Li+].O.[Cl:4][C:5]1[CH:30]=[CH:29][CH:28]=[CH:27][C:6]=1[O:7][C:8]1[C:13]([C:14]([O:16]CC)=[O:15])=[CH:12][N:11]=[C:10]([C:19]2[CH:24]=[C:23]([F:25])[CH:22]=[C:21]([F:26])[CH:20]=2)[CH:9]=1. The catalyst class is: 1. Product: [Cl:4][C:5]1[CH:30]=[CH:29][CH:28]=[CH:27][C:6]=1[O:7][C:8]1[C:13]([C:14]([OH:16])=[O:15])=[CH:12][N:11]=[C:10]([C:19]2[CH:24]=[C:23]([F:25])[CH:22]=[C:21]([F:26])[CH:20]=2)[CH:9]=1. (3) Reactant: [OH:1][CH2:2][CH:3]([CH2:5][OH:6])[OH:4].[C:7]1(C)[CH:12]=CC(S(O)(=O)=O)=C[CH:8]=1.C(=O)([O-])[O-].[K+].[K+]. Product: [C:7](=[C:2]([CH:3]([CH2:5][OH:6])[OH:4])[OH:1])([CH3:12])[CH3:8]. The catalyst class is: 21. (4) Reactant: [CH3:1][O:2][C:3]1[CH:4]=[C:5]([CH:8]=[C:9]([N+:11]([O-:13])=[O:12])[CH:10]=1)[NH:6][CH3:7].Br[CH2:15][CH2:16][O:17][CH2:18][CH2:19][O:20][CH2:21][CH2:22][O:23][CH3:24].C([O-])([O-])=O.[K+].[K+].[H-].[Na+]. Product: [CH3:1][O:2][C:3]1[CH:4]=[C:5]([CH:8]=[C:9]([N+:11]([O-:13])=[O:12])[CH:10]=1)[N:6]([CH2:15][CH2:16][O:17][CH2:18][CH2:19][O:20][CH2:21][CH2:22][O:23][CH3:24])[CH3:7]. The catalyst class is: 21. (5) Reactant: [OH:1][CH2:2][CH2:3][CH2:4][C:5]1[CH:31]=[CH:30][C:8]([O:9][C:10]([CH3:29])([CH3:28])[C:11](=[O:27])[CH2:12][O:13][C:14]2[CH:19]=[CH:18][C:17]([C:20]([O:22][C:23]([CH3:26])([CH3:25])[CH3:24])=[O:21])=[CH:16][CH:15]=2)=[CH:7][CH:6]=1.C(N(CC)CC)C.[CH3:39][S:40](Cl)(=[O:42])=[O:41]. Product: [CH3:39][S:40]([O:1][CH2:2][CH2:3][CH2:4][C:5]1[CH:6]=[CH:7][C:8]([O:9][C:10]([CH3:29])([CH3:28])[C:11](=[O:27])[CH2:12][O:13][C:14]2[CH:15]=[CH:16][C:17]([C:20]([O:22][C:23]([CH3:26])([CH3:24])[CH3:25])=[O:21])=[CH:18][CH:19]=2)=[CH:30][CH:31]=1)(=[O:42])=[O:41]. The catalyst class is: 4.